This data is from Forward reaction prediction with 1.9M reactions from USPTO patents (1976-2016). The task is: Predict the product of the given reaction. Given the reactants [F:1][C:2]([F:19])([C:5]([F:18])([F:17])[CH2:6][O:7][CH2:8]/[CH:9]=[CH:10]/[C:11]1[CH:16]=[CH:15][CH:14]=[CH:13][CH:12]=1)[CH2:3][OH:4].C1(CCCCOCCC=O)C=CC=CC=1, predict the reaction product. The product is: [F:1][C:2]([F:19])([C:5]([F:17])([F:18])[CH2:6][O:7][CH2:8]/[CH:9]=[CH:10]/[C:11]1[CH:16]=[CH:15][CH:14]=[CH:13][CH:12]=1)[CH:3]=[O:4].